From a dataset of Catalyst prediction with 721,799 reactions and 888 catalyst types from USPTO. Predict which catalyst facilitates the given reaction. (1) Reactant: [CH3:1][N:2]1[CH:6]=[C:5]([C:7]2[C:11]([CH3:12])=[C:10]([NH:13][C:14](=[O:35])[NH:15][CH2:16][C:17]3[CH:31]=[C:30]([CH2:32][O:33][CH3:34])[CH:29]=[CH:28][C:18]=3[CH2:19][NH:20]C(=O)OC(C)(C)C)[N:9]([C:36]3[CH:41]=[CH:40][CH:39]=[CH:38][CH:37]=3)[N:8]=2)[CH:4]=[N:3]1.FC(F)(F)C(O)=O. Product: [NH2:20][CH2:19][C:18]1[CH:28]=[CH:29][C:30]([CH2:32][O:33][CH3:34])=[CH:31][C:17]=1[CH2:16][NH:15][C:14]([NH:13][C:10]1[N:9]([C:36]2[CH:37]=[CH:38][CH:39]=[CH:40][CH:41]=2)[N:8]=[C:7]([C:5]2[CH:4]=[N:3][N:2]([CH3:1])[CH:6]=2)[C:11]=1[CH3:12])=[O:35]. The catalyst class is: 2. (2) Reactant: S1[CH:5]=[CH:4][C:3]([CH2:6][CH:7]=[O:8])=[CH:2]1.[Br:9][C:10]1C=C(C(O)C)C=C[CH:15]=1. Product: [Br:9][C:10]1[CH:2]=[C:3]([CH2:6][CH:7]=[O:8])[CH:4]=[CH:5][CH:15]=1. The catalyst class is: 158. (3) Reactant: [OH:1][C:2]1[CH:15]=[CH:14][C:5]([CH2:6][N:7]2[CH2:11][C@@H:10]([CH3:12])[O:9][C:8]2=[O:13])=[CH:4][CH:3]=1.[O:16]1[C:20]2([CH2:25][CH2:24][CH:23]([CH2:26]O)[CH2:22][CH2:21]2)[O:19][CH2:18][CH2:17]1.C1(P(C2C=CC=CC=2)C2C=CC=CC=2)C=CC=CC=1.N(C(OC(C)(C)C)=O)=NC(OC(C)(C)C)=O. Product: [O:16]1[C:20]2([CH2:25][CH2:24][CH:23]([CH2:26][O:1][C:2]3[CH:15]=[CH:14][C:5]([CH2:6][N:7]4[CH2:11][C@@H:10]([CH3:12])[O:9][C:8]4=[O:13])=[CH:4][CH:3]=3)[CH2:22][CH2:21]2)[O:19][CH2:18][CH2:17]1. The catalyst class is: 4. (4) Reactant: C([N:8]1[CH2:12][CH2:11][C:10]([C:15]2[CH:20]=[CH:19][C:18]([F:21])=[C:17]([Cl:22])[CH:16]=2)([O:13][CH3:14])[CH2:9]1)C1C=CC=CC=1.ClC(OC(Cl)C)=O. Product: [Cl:22][C:17]1[CH:16]=[C:15]([C:10]2([O:13][CH3:14])[CH2:11][CH2:12][NH:8][CH2:9]2)[CH:20]=[CH:19][C:18]=1[F:21]. The catalyst class is: 26. (5) Reactant: [OH:1][CH2:2][CH:3]1[O:8][CH2:7][CH2:6][N:5]([C:9]([O:11][C:12]([CH3:15])([CH3:14])[CH3:13])=[O:10])[CH2:4]1.C(N(CC)CC)C.[CH3:23][S:24](Cl)(=[O:26])=[O:25]. Product: [CH3:23][S:24]([O:1][CH2:2][CH:3]1[O:8][CH2:7][CH2:6][N:5]([C:9]([O:11][C:12]([CH3:15])([CH3:14])[CH3:13])=[O:10])[CH2:4]1)(=[O:26])=[O:25]. The catalyst class is: 4. (6) Reactant: Cl.CN.[CH2:4]([N:6](CC)CC)C.[N+:11]([C:14]1[CH:22]=[CH:21][C:17]([C:18](Cl)=[O:19])=[CH:16][CH:15]=1)([O-:13])=[O:12].C(OCC)(=O)C. Product: [CH3:4][NH:6][C:18](=[O:19])[C:17]1[CH:21]=[CH:22][C:14]([N+:11]([O-:13])=[O:12])=[CH:15][CH:16]=1. The catalyst class is: 81.